From a dataset of Experimental lipophilicity measurements (octanol/water distribution) for 4,200 compounds from AstraZeneca. Regression/Classification. Given a drug SMILES string, predict its absorption, distribution, metabolism, or excretion properties. Task type varies by dataset: regression for continuous measurements (e.g., permeability, clearance, half-life) or binary classification for categorical outcomes (e.g., BBB penetration, CYP inhibition). For this dataset (lipophilicity_astrazeneca), we predict Y. (1) The drug is NC(=O)c1cccc([S+]([O-])[C@@H]2C[C@@H]3CC[C@H](C2)N3Cc2ccccc2)c1. The Y is 1.10 logD. (2) The drug is COc1cc2c(Nc3cccc(Cl)c3Cl)c(C(N)=O)cnc2cc1NCCN(C)C. The Y is 3.41 logD. (3) The drug is NC(=O)Cc1ccccc1. The Y is 0.300 logD.